Dataset: Forward reaction prediction with 1.9M reactions from USPTO patents (1976-2016). Task: Predict the product of the given reaction. (1) Given the reactants [Cl:1][C:2]1[N:3]=[C:4]2[C:9](=[CH:10][CH:11]=1)[N:8]=[CH:7][C:6]([S:12]([CH3:15])(=[O:14])=[O:13])=[C:5]2[NH:16][C@H:17]1[CH2:22][CH2:21][C@H:20]([CH2:23][N:24]([CH3:26])[CH3:25])[CH2:19][CH2:18]1.[Cl:27][C:28]1[CH:33]=[C:32](B2OC(C)(C)C(C)(C)O2)[CH:31]=[C:30]([O:43][CH3:44])[C:29]=1[OH:45].C1(N)C(F)=C(F)C(F)=C(N)C=1F.Cl.Cl, predict the reaction product. The product is: [ClH:1].[ClH:27].[Cl:27][C:28]1[CH:33]=[C:32]([C:2]2[N:3]=[C:4]3[C:9](=[CH:10][CH:11]=2)[N:8]=[CH:7][C:6]([S:12]([CH3:15])(=[O:14])=[O:13])=[C:5]3[NH:16][C@H:17]2[CH2:18][CH2:19][C@H:20]([CH2:23][N:24]([CH3:25])[CH3:26])[CH2:21][CH2:22]2)[CH:31]=[C:30]([O:43][CH3:44])[C:29]=1[OH:45]. (2) Given the reactants ClCCl.C(=O)([O-])[O-].[K+].[K+].[CH2:10]([CH:12]1[O:17][C:16]2[CH:18]=[C:19](B3OC(C)(C)C(C)(C)O3)[CH:20]=[CH:21][C:15]=2[NH:14][CH2:13]1)[CH3:11].Br[C:32]1[CH:33]=[N:34][C:35]([N:38]2[CH2:42][CH2:41][CH:40]([CH2:43][C:44]([O:46][C:47]([CH3:50])([CH3:49])[CH3:48])=[O:45])[CH2:39]2)=[N:36][CH:37]=1, predict the reaction product. The product is: [CH2:10]([CH:12]1[O:17][C:16]2[CH:18]=[C:19]([C:32]3[CH:33]=[N:34][C:35]([N:38]4[CH2:42][CH2:41][CH:40]([CH2:43][C:44]([O:46][C:47]([CH3:50])([CH3:49])[CH3:48])=[O:45])[CH2:39]4)=[N:36][CH:37]=3)[CH:20]=[CH:21][C:15]=2[NH:14][CH2:13]1)[CH3:11]. (3) The product is: [F:1][C:2]([F:35])([F:34])[C:3]1[CH:4]=[C:5]([CH:27]=[C:28]([C:30]([F:33])([F:32])[F:31])[CH:29]=1)[CH2:6][N:7]1[CH2:14][CH2:13][CH2:12][O:11][C:10]2[N:15]=[C:16]([N:44]3[CH2:45][CH2:46][CH:41]([N:36]4[CH2:40][CH2:39][CH2:38][CH2:37]4)[CH2:42][CH2:43]3)[CH:17]=[C:18]([C:19]3[CH:24]=[CH:23][CH:22]=[CH:21][CH:20]=3)[C:9]=2[C:8]1=[O:26]. Given the reactants [F:1][C:2]([F:35])([F:34])[C:3]1[CH:4]=[C:5]([CH:27]=[C:28]([C:30]([F:33])([F:32])[F:31])[CH:29]=1)[CH2:6][N:7]1[CH2:14][CH2:13][CH2:12][O:11][C:10]2[N:15]=[C:16](Cl)[CH:17]=[C:18]([C:19]3[CH:24]=[CH:23][CH:22]=[CH:21][CH:20]=3)[C:9]=2[C:8]1=[O:26].[N:36]1([CH:41]2[CH2:46][CH2:45][NH:44][CH2:43][CH2:42]2)[CH2:40][CH2:39][CH2:38][CH2:37]1, predict the reaction product. (4) Given the reactants [N+:1]([C:4]1[CH:5]=[C:6]([C:14](O)=[O:15])[C:7](=[CH:12][CH:13]=1)[CH2:8][C:9](O)=[O:10])([O-:3])=[O:2].[BH4-].[Na+].B(F)(F)F.CCOCC.[OH-].[Na+], predict the reaction product. The product is: [OH:15][CH2:14][C:6]1[CH:5]=[C:4]([N+:1]([O-:3])=[O:2])[CH:13]=[CH:12][C:7]=1[CH2:8][CH2:9][OH:10]. (5) Given the reactants CN(C=O)C.[CH3:6][C:7]1[CH:12]=[C:11]([OH:13])[C:10]([CH3:14])=[CH:9][C:8]=1[Br:15].C(=O)([O-])[O-].[K+].[K+].[CH2:22]([C:24]([CH2:26]Br)=[O:25])[CH3:23], predict the reaction product. The product is: [Br:15][C:8]1[C:7]([CH3:6])=[CH:12][C:11]([O:13][CH2:26][C:24](=[O:25])[CH2:22][CH3:23])=[C:10]([CH3:14])[CH:9]=1. (6) Given the reactants [Br:1][C:2]1[CH:3]=[C:4]([C@@H:8]([NH2:10])[CH3:9])[CH:5]=[CH:6][CH:7]=1.CCN(CC)CC.[C:18](O[C:18]([O:20][C:21]([CH3:24])([CH3:23])[CH3:22])=[O:19])([O:20][C:21]([CH3:24])([CH3:23])[CH3:22])=[O:19].Cl, predict the reaction product. The product is: [C:21]([O:20][C:18](=[O:19])[NH:10][C@H:8]([C:4]1[CH:5]=[CH:6][CH:7]=[C:2]([Br:1])[CH:3]=1)[CH3:9])([CH3:24])([CH3:23])[CH3:22]. (7) Given the reactants [CH:1]([N:14]1[CH2:17][CH:16]([OH:18])[CH2:15]1)([C:8]1[CH:13]=[CH:12][CH:11]=[CH:10][CH:9]=1)[C:2]1[CH:7]=[CH:6][CH:5]=[CH:4][CH:3]=1.[F:19][C:20]([F:40])([F:39])[C:21]1[CH:38]=[CH:37][CH:36]=[CH:35][C:22]=1[CH:23](O)[C:24]1[CH:29]=[CH:28][C:27]([O:30][CH:31]([F:33])[F:32])=[CH:26][CH:25]=1.C(N1CC(OC(C2C=CC(Cl)=CC=2)C2C=CC(Cl)=CC=2Cl)C1)(C1C=CC=CC=1)C1C=CC=CC=1, predict the reaction product. The product is: [CH:1]([N:14]1[CH2:17][CH:16]([O:18][CH:23]([C:24]2[CH:29]=[CH:28][C:27]([O:30][CH:31]([F:33])[F:32])=[CH:26][CH:25]=2)[C:22]2[CH:35]=[CH:36][CH:37]=[CH:38][C:21]=2[C:20]([F:19])([F:39])[F:40])[CH2:15]1)([C:8]1[CH:13]=[CH:12][CH:11]=[CH:10][CH:9]=1)[C:2]1[CH:3]=[CH:4][CH:5]=[CH:6][CH:7]=1.